Dataset: Reaction yield outcomes from USPTO patents with 853,638 reactions. Task: Predict the reaction yield, written as a fraction of the theoretical maximum amount of product (1.0 means a 100% yield; for example, 0.34 means a 34% yield). (1) The reactants are [Br:1][C:2]1[CH:7]=[C:6]([CH3:8])[C:5]([NH:9][NH2:10])=[C:4]([CH3:11])[CH:3]=1.[ClH:12].CO. The catalyst is C(OCC)(=O)C. The product is [ClH:12].[Br:1][C:2]1[CH:3]=[C:4]([CH3:11])[C:5]([NH:9][NH2:10])=[C:6]([CH3:8])[CH:7]=1. The yield is 0.640. (2) The reactants are [Cl:1][C:2]1[CH:3]=[C:4]([C:8]2[CH:9]=[C:10]([CH:16]([C:18]3[CH:23]=[CH:22][C:21]([F:24])=[CH:20][CH:19]=3)O)[CH:11]=[N:12][C:13]=2[O:14][CH3:15])[CH:5]=[CH:6][CH:7]=1.COCCN(S(F)(F)[F:35])CCOC. The catalyst is C(Cl)Cl. The product is [Cl:1][C:2]1[CH:3]=[C:4]([C:8]2[C:13]([O:14][CH3:15])=[N:12][CH:11]=[C:10]([CH:16]([F:35])[C:18]3[CH:23]=[CH:22][C:21]([F:24])=[CH:20][CH:19]=3)[CH:9]=2)[CH:5]=[CH:6][CH:7]=1. The yield is 0.340. (3) The reactants are [CH3:1]NN.[Cl:4][C:5]1[CH:10]=[CH:9][C:8]([NH:11][C:12]([NH:14][C:15]2[CH:20]=[CH:19][C:18]([OH:21])=[C:17]([C:22]3[N:23](C)[N:24]=[CH:25][CH:26]=3)[CH:16]=2)=[O:13])=[CH:7][CH:6]=1. The catalyst is N1C=CC=CC=1. The product is [Cl:4][C:5]1[CH:10]=[CH:9][C:8]([NH:11][C:12]([NH:14][C:15]2[CH:20]=[CH:19][C:18]([OH:21])=[C:17]([C:22]3[CH:26]=[CH:25][N:24]([CH3:1])[N:23]=3)[CH:16]=2)=[O:13])=[CH:7][CH:6]=1. The yield is 0.120. (4) The reactants are [CH:1]1[C:9]2[C:8]3[CH:10]=[CH:11][CH:12]=[CH:13][C:7]=3[O:6][C:5]=2[C:4](B(O)O)=[CH:3][CH:2]=1.Cl[C:18]1[CH:23]=[C:22]([Cl:24])[CH:21]=[CH:20][N:19]=1.C(=O)([O-])[O-].[K+].[K+].C(COC)OC. The yield is 0.820. The catalyst is C1C=CC([P]([Pd]([P](C2C=CC=CC=2)(C2C=CC=CC=2)C2C=CC=CC=2)([P](C2C=CC=CC=2)(C2C=CC=CC=2)C2C=CC=CC=2)[P](C2C=CC=CC=2)(C2C=CC=CC=2)C2C=CC=CC=2)(C2C=CC=CC=2)C2C=CC=CC=2)=CC=1.O. The product is [Cl:24][C:22]1[CH:21]=[CH:20][N:19]=[C:18]([C:4]2[C:5]3[O:6][C:7]4[CH:13]=[CH:12][CH:11]=[CH:10][C:8]=4[C:9]=3[CH:1]=[CH:2][CH:3]=2)[CH:23]=1. (5) The reactants are [F:1][C@@H:2]1[C@@H:7]2[O:8][CH:9]([C:12]3[CH:17]=[CH:16][CH:15]=[CH:14][CH:13]=3)[O:10][CH2:11][C@H:6]2[O:5][CH2:4][C@@H:3]1OS(C(F)(F)F)(=O)=O.[CH3:26][Si:27]([CH3:41])([CH3:40])[CH2:28][CH2:29][O:30][CH2:31][N:32]1[C:37](=[O:38])[CH:36]=[CH:35][NH:34][C:33]1=[O:39].[H-].[Na+]. The catalyst is CN(C=O)C. The product is [F:1][C@@H:2]1[C@@H:7]2[O:8][CH:9]([C:12]3[CH:17]=[CH:16][CH:15]=[CH:14][CH:13]=3)[O:10][CH2:11][C@H:6]2[O:5][CH2:4][C@H:3]1[N:34]1[CH:35]=[CH:36][C:37](=[O:38])[N:32]([CH2:31][O:30][CH2:29][CH2:28][Si:27]([CH3:40])([CH3:26])[CH3:41])[C:33]1=[O:39]. The yield is 0.460.